From a dataset of Full USPTO retrosynthesis dataset with 1.9M reactions from patents (1976-2016). Predict the reactants needed to synthesize the given product. (1) Given the product [SH:14][C:13]1[O:8][C:7]2[CH:6]=[CH:5][C:4]([S:9]([NH2:12])(=[O:10])=[O:11])=[CH:3][C:2]=2[N:1]=1, predict the reactants needed to synthesize it. The reactants are: [NH2:1][C:2]1[CH:3]=[C:4]([S:9]([NH2:12])(=[O:11])=[O:10])[CH:5]=[CH:6][C:7]=1[OH:8].[C:13](Cl)(Cl)=[S:14]. (2) The reactants are: [Br:1][C:2]1[CH:3]=[N:4][C:5]2[N:6]([N:8]=[C:9]([C:11]([OH:13])=O)[CH:10]=2)[CH:7]=1.[CH3:14][CH:15]1[C:24]2[C:19](=[C:20]([NH:25][C:26](=[O:28])[CH3:27])[CH:21]=[CH:22][CH:23]=2)[CH2:18][CH2:17][NH:16]1. Given the product [Br:1][C:2]1[CH:3]=[N:4][C:5]2[N:6]([N:8]=[C:9]([C:11]([N:16]3[CH2:17][CH2:18][C:19]4[C:24](=[CH:23][CH:22]=[CH:21][C:20]=4[NH:25][C:26](=[O:28])[CH3:27])[CH:15]3[CH3:14])=[O:13])[CH:10]=2)[CH:7]=1, predict the reactants needed to synthesize it. (3) Given the product [Cl:9][C:3]1[CH:4]=[C:5]([Cl:8])[N:6]=[CH:7][C:2]=1[C:17]1([OH:19])[CH2:18][O:15][CH2:16]1, predict the reactants needed to synthesize it. The reactants are: Br[C:2]1[C:3]([Cl:9])=[CH:4][C:5]([Cl:8])=[N:6][CH:7]=1.C([Mg]Cl)(C)C.[O:15]1[CH2:18][C:17](=[O:19])[CH2:16]1. (4) Given the product [CH2:1]([O:3][C:4](=[O:21])[CH2:5][CH2:6][C:7]1[O:20][C:11]([C:12]2[CH:17]=[CH:16][C:15]([F:18])=[C:14]([F:19])[CH:13]=2)=[N:10][N:9]=1)[CH3:2], predict the reactants needed to synthesize it. The reactants are: [CH2:1]([O:3][C:4](=[O:21])[CH2:5][CH2:6][C:7]([NH:9][NH:10][C:11](=[O:20])[C:12]1[CH:17]=[CH:16][C:15]([F:18])=[C:14]([F:19])[CH:13]=1)=O)[CH3:2].N1C=CC=CC=1.S(OS(C(F)(F)F)(=O)=O)(C(F)(F)F)(=O)=O. (5) Given the product [CH3:28][O:27][C:6]1[CH:7]=[C:8]2[C:13](=[CH:14][C:5]=1[O:4][CH2:3][CH2:2][N:38]1[CH2:39][CH2:40][CH2:41][CH:36]([OH:35])[CH2:37]1)[N:12]=[CH:11][CH:10]=[C:9]2[O:15][C:16]1[C:17]([CH3:26])=[N:18][C:19]2[C:24]([CH:25]=1)=[CH:23][CH:22]=[CH:21][N:20]=2, predict the reactants needed to synthesize it. The reactants are: Cl[CH2:2][CH2:3][O:4][C:5]1[CH:14]=[C:13]2[C:8]([C:9]([O:15][C:16]3[C:17]([CH3:26])=[N:18][C:19]4[C:24]([CH:25]=3)=[CH:23][CH:22]=[CH:21][N:20]=4)=[CH:10][CH:11]=[N:12]2)=[CH:7][C:6]=1[O:27][CH3:28].C(=O)([O-])[O-].[K+].[K+].[OH:35][CH:36]1[CH2:41][CH2:40][CH2:39][NH:38][CH2:37]1. (6) Given the product [CH:24]1([CH2:23][C@@H:8]2[NH:7][C:6](=[O:27])[C@H:5]([CH2:1][CH:2]([CH3:4])[CH3:3])[N:10]([CH2:11][C:12]3[CH:16]=[C:15]([C:17]4[CH:18]=[CH:19][C:20]([F:43])=[CH:21][CH:22]=4)[O:14][N:13]=3)[CH2:9]2)[CH2:26][CH2:25]1, predict the reactants needed to synthesize it. The reactants are: [CH2:1]([C@@H:5]1[N:10]([CH2:11][C:12]2[CH:16]=[C:15]([C:17]3[CH:22]=[CH:21][CH:20]=[CH:19][CH:18]=3)[O:14][N:13]=2)[CH2:9][C@H:8]([CH2:23][CH:24]([CH3:26])[CH3:25])[NH:7][C:6]1=[O:27])[CH:2]([CH3:4])[CH3:3].C1(C[C@@H]2NC(=O)[C@H](CC(C)C)NC2)CC1.[F:43]C1C=CC(C2ON=C(C=O)C=2)=CC=1. (7) Given the product [CH2:28]([O:35][C:36]1[CH:37]=[C:38]([C:2]2[N:7]=[C:6]([CH3:8])[N:5]=[C:4]([N:9]([CH2:19][C:20]3[CH:25]=[CH:24][C:23]([O:26][CH3:27])=[CH:22][CH:21]=3)[CH2:10][C:11]3[CH:16]=[CH:15][C:14]([O:17][CH3:18])=[CH:13][CH:12]=3)[N:3]=2)[C:39]([F:42])=[N:40][CH:41]=1)[C:29]1[CH:30]=[CH:31][CH:32]=[CH:33][CH:34]=1, predict the reactants needed to synthesize it. The reactants are: Cl[C:2]1[N:7]=[C:6]([CH3:8])[N:5]=[C:4]([N:9]([CH2:19][C:20]2[CH:25]=[CH:24][C:23]([O:26][CH3:27])=[CH:22][CH:21]=2)[CH2:10][C:11]2[CH:16]=[CH:15][C:14]([O:17][CH3:18])=[CH:13][CH:12]=2)[N:3]=1.[CH2:28]([O:35][C:36]1[CH:37]=[C:38](B(O)O)[C:39]([F:42])=[N:40][CH:41]=1)[C:29]1[CH:34]=[CH:33][CH:32]=[CH:31][CH:30]=1.CC(N)CC1C=CC=CC=1.OP(O)(O)=O.C([O-])(=O)C.[K+]. (8) Given the product [NH2:1][C:2]1[C:7]([C:8]([NH:44][CH2:43][CH2:42][CH2:41][O:40][Si:33]([C:36]([CH3:39])([CH3:38])[CH3:37])([CH3:35])[CH3:34])=[O:10])=[CH:6][C:5]([Cl:11])=[N:4][CH:3]=1, predict the reactants needed to synthesize it. The reactants are: [NH2:1][C:2]1[C:7]([C:8]([OH:10])=O)=[CH:6][C:5]([Cl:11])=[N:4][CH:3]=1.CCN=C=NCCCN(C)C.C1C=CC2N(O)N=NC=2C=1.[Si:33]([O:40][CH2:41][CH2:42][CH2:43][NH2:44])([C:36]([CH3:39])([CH3:38])[CH3:37])([CH3:35])[CH3:34]. (9) Given the product [ClH:3].[CH2:8]([C:7]1([CH2:12][CH3:11])[N:15]=[C:14]([NH:13][CH2:6][C:7]2[CH:8]=[CH:9][CH:10]=[CH:11][CH:12]=2)[NH:16][C:17]([NH:19][CH2:20][CH2:21][CH2:22][CH2:23][CH2:24][CH2:25][CH3:26])=[N:18]1)[CH3:9], predict the reactants needed to synthesize it. The reactants are: CO.[ClH:3].Cl.Cl.[CH2:6]([NH:13][C:14]([NH:16][C:17]([NH:19][CH2:20][CH2:21][CH2:22][CH2:23][CH2:24][CH2:25][CH3:26])=[NH:18])=[NH:15])[C:7]1[CH:12]=[CH:11][CH:10]=[CH:9][CH:8]=1. (10) Given the product [F:25][C:26]1[CH:31]=[CH:30][CH:29]=[CH:28][C:27]=1[N:32]1[C:5]([C:7]2[C:12](=[O:13])[CH:11]=[CH:10][N:9]([C:14]3[CH:15]=[C:16]([CH:21]=[CH:22][CH:23]=3)[C:17]([NH:19][CH3:20])=[O:18])[N:8]=2)=[CH:4][CH:3]=[N:2]1, predict the reactants needed to synthesize it. The reactants are: C[N:2](C)/[CH:3]=[CH:4]/[C:5]([C:7]1[C:12](=[O:13])[CH:11]=[CH:10][N:9]([C:14]2[CH:15]=[C:16]([CH:21]=[CH:22][CH:23]=2)[C:17]([NH:19][CH3:20])=[O:18])[N:8]=1)=O.[F:25][C:26]1[CH:31]=[CH:30][CH:29]=[CH:28][C:27]=1[NH:32]N.